From a dataset of Forward reaction prediction with 1.9M reactions from USPTO patents (1976-2016). Predict the product of the given reaction. (1) Given the reactants [CH3:1][C:2]1[NH:6][C:5]2[CH:7]=[C:8]([C:12]([O:14][CH2:15][CH3:16])=[O:13])[CH:9]=[C:10]([CH3:11])[C:4]=2[N:3]=1.C([O-])([O-])=O.[K+].[K+].CN(C=O)C.Br[CH2:29][C:30]1[CH:35]=[CH:34][C:33]([C:36]2[CH:41]=[CH:40][CH:39]=[CH:38][CH:37]=2)=[CH:32][C:31]=1[Cl:42], predict the reaction product. The product is: [Cl:42][C:31]1[CH:32]=[C:33]([C:36]2[CH:37]=[CH:38][CH:39]=[CH:40][CH:41]=2)[CH:34]=[CH:35][C:30]=1[CH2:29][N:6]1[C:5]2[CH:7]=[C:8]([C:12]([O:14][CH2:15][CH3:16])=[O:13])[CH:9]=[C:10]([CH3:11])[C:4]=2[N:3]=[C:2]1[CH3:1]. (2) The product is: [CH3:1][C:2]1([NH:15][C:16](=[O:17])[O:18][CH2:19][C:20]2[CH:25]=[CH:24][CH:23]=[CH:22][CH:21]=2)[CH2:3][CH2:4][NH:5][CH2:6][CH2:7]1. Given the reactants [CH3:1][C:2]1([NH:15][C:16]([O:18][CH2:19][C:20]2[CH:25]=[CH:24][CH:23]=[CH:22][CH:21]=2)=[O:17])[CH2:7][CH2:6][N:5](C(OC(C)(C)C)=O)[CH2:4][CH2:3]1, predict the reaction product. (3) Given the reactants [F:1][C:2]([F:18])([F:17])[O:3][C:4]1[CH:9]=[CH:8][C:7]([C:10]2[O:14][C:13]([CH:15]=O)=[CH:12][CH:11]=2)=[CH:6][CH:5]=1.[CH3:19][CH:20]([CH3:36])[C:21]([NH:23][C:24]1[CH:29]=[CH:28][CH:27]=[C:26]([CH:30]2[CH2:35][CH2:34][NH:33][CH2:32][CH2:31]2)[CH:25]=1)=[O:22], predict the reaction product. The product is: [CH3:19][CH:20]([CH3:36])[C:21]([NH:23][C:24]1[CH:29]=[CH:28][CH:27]=[C:26]([CH:30]2[CH2:35][CH2:34][N:33]([CH2:15][C:13]3[O:14][C:10]([C:7]4[CH:6]=[CH:5][C:4]([O:3][C:2]([F:1])([F:17])[F:18])=[CH:9][CH:8]=4)=[CH:11][CH:12]=3)[CH2:32][CH2:31]2)[CH:25]=1)=[O:22]. (4) The product is: [CH2:1]([C:8]1[C:9]([NH:22][C:32](=[O:33])[CH:31]([C:28]2[CH:29]=[CH:30][C:25]([O:24][CH3:23])=[CH:26][CH:27]=2)[CH3:35])=[N:10][CH:11]=[C:12]([C:14]2[CH:19]=[CH:18][C:17]([O:20][CH3:21])=[CH:16][CH:15]=2)[N:13]=1)[C:2]1[CH:7]=[CH:6][CH:5]=[CH:4][CH:3]=1. Given the reactants [CH2:1]([C:8]1[C:9]([NH2:22])=[N:10][CH:11]=[C:12]([C:14]2[CH:19]=[CH:18][C:17]([O:20][CH3:21])=[CH:16][CH:15]=2)[N:13]=1)[C:2]1[CH:7]=[CH:6][CH:5]=[CH:4][CH:3]=1.[CH3:23][O:24][C:25]1[CH:30]=[CH:29][C:28]([CH:31]([CH3:35])[C:32](Cl)=[O:33])=[CH:27][CH:26]=1.O, predict the reaction product. (5) Given the reactants C[O:2][C:3]1[CH:8]=[CH:7][C:6]([P:9](=[O:27])([C:19]2[CH:24]=[CH:23][C:22]([O:25]C)=[CH:21][CH:20]=2)[C:10]2[CH:15]=[C:14]([CH3:16])[C:13]([CH3:17])=[CH:12][C:11]=2[CH3:18])=[CH:5][CH:4]=1.Br.[K+].[Br-].S([O-])([O-])=O.[Na+].[Na+].CBr, predict the reaction product. The product is: [OH:2][C:3]1[CH:8]=[CH:7][C:6]([P:9](=[O:27])([C:19]2[CH:20]=[CH:21][C:22]([OH:25])=[CH:23][CH:24]=2)[C:10]2[CH:15]=[C:14]([CH3:16])[C:13]([CH3:17])=[CH:12][C:11]=2[CH3:18])=[CH:5][CH:4]=1. (6) Given the reactants [F:1][C:2]1[CH:7]=[C:6]([F:8])[CH:5]=[CH:4][C:3]=1[C:9]1[CH:17]=[C:13]([C:14]([OH:16])=[O:15])[C:12]([OH:18])=[C:11]([I:19])[CH:10]=1.[CH2:20](O)[CH3:21], predict the reaction product. The product is: [F:1][C:2]1[CH:7]=[C:6]([F:8])[CH:5]=[CH:4][C:3]=1[C:9]1[CH:17]=[C:13]([C:14]([O:16][CH2:20][CH3:21])=[O:15])[C:12]([OH:18])=[C:11]([I:19])[CH:10]=1. (7) The product is: [ClH:1].[CH3:2][O:3][C:4](=[O:13])[CH2:5][CH2:6][C:7]1[CH:12]=[CH:11][CH:10]=[CH:9][N:8]=1. Given the reactants [ClH:1].[CH3:2][O:3][C:4](=[O:13])/[CH:5]=[CH:6]/[C:7]1[CH:12]=[CH:11][CH:10]=[CH:9][N:8]=1, predict the reaction product.